Dataset: Catalyst prediction with 721,799 reactions and 888 catalyst types from USPTO. Task: Predict which catalyst facilitates the given reaction. (1) Reactant: [C:1]([OH:11])(=[O:10])[C@@H:2]([C:4]1[CH:9]=[CH:8][CH:7]=[CH:6][CH:5]=1)[OH:3].O1[B:17]([C@@H:18]([NH:23][C:24](=[O:42])[C@@H:25]([NH:33][C:34]([C:36]2[CH:41]=[N:40][CH:39]=[CH:38][N:37]=2)=[O:35])[CH2:26][C:27]2[CH:32]=[CH:31][CH:30]=[CH:29][CH:28]=2)[CH2:19][CH:20]([CH3:22])[CH3:21])O[B:17]([C@@H:18]([NH:23][C:24](=[O:42])[C@@H:25]([NH:33][C:34]([C:36]2[CH:41]=[N:40][CH:39]=[CH:38][N:37]=2)=[O:35])[CH2:26][C:27]2[CH:32]=[CH:31][CH:30]=[CH:29][CH:28]=2)[CH2:19][CH:20]([CH3:22])[CH3:21])O[B:17]1[C@@H:18]([NH:23][C:24](=[O:42])[C@@H:25]([NH:33][C:34]([C:36]1[CH:41]=[N:40][CH:39]=[CH:38][N:37]=1)=[O:35])[CH2:26][C:27]1[CH:32]=[CH:31][CH:30]=[CH:29][CH:28]=1)[CH2:19][CH:20]([CH3:22])[CH3:21]. Product: [CH2:26]([C@H:25]([NH:33][C:34]([C:36]1[CH:41]=[N:40][CH:39]=[CH:38][N:37]=1)=[O:35])[C:24]([NH:23][C@H:18]([B:17]1[O:10][C:1](=[O:11])[CH:2]([C:4]2[CH:9]=[CH:8][CH:7]=[CH:6][CH:5]=2)[O:3]1)[CH2:19][CH:20]([CH3:22])[CH3:21])=[O:42])[C:27]1[CH:32]=[CH:31][CH:30]=[CH:29][CH:28]=1. The catalyst class is: 25. (2) Reactant: [C:1]([O:5][C:6]([N:8]1[CH2:14][CH2:13][C:12]2[C:15]([S:20][CH2:21][C:22]3[CH:27]=[CH:26][C:25]([CH2:28]OS(C)(=O)=O)=[CH:24][CH:23]=3)=[C:16]([Cl:19])[CH:17]=[CH:18][C:11]=2[CH2:10][CH2:9]1)=[O:7])([CH3:4])([CH3:3])[CH3:2].[Br-:34].[Li+]. Product: [C:1]([O:5][C:6]([N:8]1[CH2:14][CH2:13][C:12]2[C:15]([S:20][CH2:21][C:22]3[CH:27]=[CH:26][C:25]([CH2:28][Br:34])=[CH:24][CH:23]=3)=[C:16]([Cl:19])[CH:17]=[CH:18][C:11]=2[CH2:10][CH2:9]1)=[O:7])([CH3:4])([CH3:3])[CH3:2]. The catalyst class is: 21. (3) Product: [C:16]([C:18]1[CH:12]([C:9]2[CH:10]=[CH:11][C:2]([F:1])=[C:3]3[C:8]=2[O:7][C:6]([CH3:14])=[CH:5][C:4]3=[O:15])[C:25]([C:26]([O:28][CH:29]2[CH2:32][CH2:31][CH2:30]2)=[O:27])=[C:24]([CH3:33])[NH:23][C:19]=1[CH3:20])#[N:17]. Reactant: [F:1][C:2]1[CH:11]=[CH:10][C:9]([CH:12]=O)=[C:8]2[C:3]=1[C:4](=[O:15])[CH:5]=[C:6]([CH3:14])[O:7]2.[C:16]([CH:18]=[C:19]([O-])[CH3:20])#[N:17].[Na+].[NH2:23][C:24]([CH3:33])=[CH:25][C:26]([O:28][CH:29]1[CH2:32][CH2:31][CH2:30]1)=[O:27].C(O)(=O)C. The catalyst class is: 41. (4) Reactant: [Br:1][C:2]1[CH:3]=[CH:4][C:5]2[O:9][C:8](=[O:10])[NH:7][C:6]=2[CH:11]=1.Br[CH2:13][CH2:14][O:15][CH3:16].C(=O)([O-])[O-].[K+].[K+].O. Product: [Br:1][C:2]1[CH:3]=[CH:4][C:5]2[O:9][C:8](=[O:10])[N:7]([CH2:13][CH2:14][O:15][CH3:16])[C:6]=2[CH:11]=1. The catalyst class is: 10. (5) Reactant: [C:1]([C:5]1[CH:6]=[C:7]2[C:12](=[C:13]([F:15])[CH:14]=1)[C:11](=[O:16])[N:10]([C:17]1[N:24]=[CH:23][CH:22]=[C:21]([C:25]3[CH:30]=[C:29]([NH:31][C:32]4[CH:37]=[CH:36][C:35]([C:38]([N:40]5[CH2:45][CH2:44][O:43][CH2:42][C@H:41]5[CH3:46])=[O:39])=[CH:34][N:33]=4)[C:28](=[O:47])[N:27]([CH3:48])[CH:26]=3)[C:18]=1[CH:19]=[O:20])[N:9]=[CH:8]2)([CH3:4])([CH3:3])[CH3:2].[BH4-].[Na+]. Product: [C:1]([C:5]1[CH:6]=[C:7]2[C:12](=[C:13]([F:15])[CH:14]=1)[C:11](=[O:16])[N:10]([C:17]1[C:18]([CH2:19][OH:20])=[C:21]([C:25]3[CH:30]=[C:29]([NH:31][C:32]4[CH:37]=[CH:36][C:35]([C:38]([N:40]5[CH2:45][CH2:44][O:43][CH2:42][C@H:41]5[CH3:46])=[O:39])=[CH:34][N:33]=4)[C:28](=[O:47])[N:27]([CH3:48])[CH:26]=3)[CH:22]=[CH:23][N:24]=1)[N:9]=[CH:8]2)([CH3:3])([CH3:2])[CH3:4]. The catalyst class is: 138. (6) Reactant: [NH:1]1[CH2:15][CH2:14][CH2:13][C@H:2]1[C:3]([O:5][CH2:6][C:7]1[CH:12]=[CH:11][CH:10]=[CH:9][CH:8]=1)=[O:4].Cl.C[N:18]1[CH2:23][CH2:22]OCC1.C1C=CC2N([OH:33])N=NC=2C=1.[C:34]([OH:39])(=O)[C:35]([CH3:37])=O.C1CCC(N=C=NC2CCCCC2)CC1. Product: [NH:18]1[C:23](=[O:33])[CH2:22][CH2:37][C@H:35]1[C:34]([N:1]1[CH2:15][CH2:14][CH2:13][C@H:2]1[C:3]([O:5][CH2:6][C:7]1[CH:8]=[CH:9][CH:10]=[CH:11][CH:12]=1)=[O:4])=[O:39]. The catalyst class is: 85. (7) Reactant: [NH2:1][C@:2]12[CH2:45][CH2:44][C@@H:43]([C:46]([CH3:48])=[CH2:47])[C@@H:3]1[C@@H:4]1[C@@:17]([CH3:20])([CH2:18][CH2:19]2)[C@@:16]2([CH3:21])[C@@H:7]([C@:8]3([CH3:42])[C@@H:13]([CH2:14][CH2:15]2)[C:12]([CH3:23])([CH3:22])[C:11]([C:24]2[CH2:29][CH2:28][C@:27]([CH2:40][F:41])([C:30]([O:32][CH2:33][C:34]4[CH:39]=[CH:38][CH:37]=[CH:36][CH:35]=4)=[O:31])[CH2:26][CH:25]=2)=[CH:10][CH2:9]3)[CH2:6][CH2:5]1.P([O-])([O-])([O-])=O.[K+].[K+].[K+].Cl[CH2:58][CH2:59]Cl. Product: [N:1]1([C@:2]23[CH2:45][CH2:44][C@@H:43]([C:46]([CH3:48])=[CH2:47])[C@@H:3]2[C@@H:4]2[C@@:17]([CH3:20])([CH2:18][CH2:19]3)[C@@:16]3([CH3:21])[C@@H:7]([C@:8]4([CH3:42])[C@@H:13]([CH2:14][CH2:15]3)[C:12]([CH3:22])([CH3:23])[C:11]([C:24]3[CH2:29][CH2:28][C@:27]([CH2:40][F:41])([C:30]([O:32][CH2:33][C:34]5[CH:35]=[CH:36][CH:37]=[CH:38][CH:39]=5)=[O:31])[CH2:26][CH:25]=3)=[CH:10][CH2:9]4)[CH2:6][CH2:5]2)[CH2:59][CH2:58]1. The catalyst class is: 10. (8) Reactant: [Cl:1][C:2]1[CH:3]=[C:4]2[C:9](=[CH:10][CH:11]=1)[N:8]([CH3:12])[CH:7]([C:13]([F:16])([F:15])[F:14])[C:6]([C:17]([O:19]CC)=[O:18])=[CH:5]2.[OH-].[Li+].Cl.C(OCC)C. Product: [Cl:1][C:2]1[CH:3]=[C:4]2[C:9](=[CH:10][CH:11]=1)[N:8]([CH3:12])[CH:7]([C:13]([F:16])([F:14])[F:15])[C:6]([C:17]([OH:19])=[O:18])=[CH:5]2. The catalyst class is: 364. (9) Reactant: [F:1][CH:2]([F:22])[N:3]1[CH:7]=[C:6]([C:8]2[CH:13]=[CH:12][N:11]3[N:14]=[CH:15][C:16]([C:17]([O:19]CC)=[O:18])=[C:10]3[N:9]=2)[CH:5]=[N:4]1.O1CCCC1.[OH-].[Na+]. Product: [F:22][CH:2]([F:1])[N:3]1[CH:7]=[C:6]([C:8]2[CH:13]=[CH:12][N:11]3[N:14]=[CH:15][C:16]([C:17]([OH:19])=[O:18])=[C:10]3[N:9]=2)[CH:5]=[N:4]1. The catalyst class is: 8. (10) Reactant: [Br:1][C:2]1[C:3]([Cl:19])=[CH:4][C:5]([N+:16]([O-])=O)=[C:6]([CH:15]=1)[NH:7][CH2:8][CH:9]1[CH2:14][CH2:13][O:12][CH2:11][CH2:10]1.O.NN.O. Product: [Br:1][C:2]1[CH:15]=[C:6]([NH:7][CH2:8][CH:9]2[CH2:10][CH2:11][O:12][CH2:13][CH2:14]2)[C:5]([NH2:16])=[CH:4][C:3]=1[Cl:19]. The catalyst class is: 94.